Dataset: Reaction yield outcomes from USPTO patents with 853,638 reactions. Task: Predict the reaction yield, written as a fraction of the theoretical maximum amount of product (1.0 means a 100% yield; for example, 0.34 means a 34% yield). (1) The reactants are [CH2:1]1[C:5]2([CH2:10][CH2:9][NH:8][CH2:7][CH2:6]2)[CH2:4][CH2:3][N:2]1[C:11]([C:13]1[CH:18]=[CH:17][C:16]([C:19]2[O:20][C:21]3[C:27]([CH:28]([CH3:30])[CH3:29])=[CH:26][C:25]([C:31]#[N:32])=[CH:24][C:22]=3[N:23]=2)=[CH:15][CH:14]=1)=[O:12].C(=O)([O-])[O-].[K+].[K+].Cl[C:40]1[N:45]=[C:44]([C:46]([F:49])([F:48])[F:47])[CH:43]=[CH:42][N:41]=1. The catalyst is CO. The product is [CH:28]([C:27]1[C:21]2[O:20][C:19]([C:16]3[CH:15]=[CH:14][C:13]([C:11]([N:2]4[CH2:3][CH2:4][C:5]5([CH2:10][CH2:9][N:8]([C:40]6[N:45]=[C:44]([C:46]([F:49])([F:48])[F:47])[CH:43]=[CH:42][N:41]=6)[CH2:7][CH2:6]5)[CH2:1]4)=[O:12])=[CH:18][CH:17]=3)=[N:23][C:22]=2[CH:24]=[C:25]([C:31]#[N:32])[CH:26]=1)([CH3:30])[CH3:29]. The yield is 0.657. (2) The reactants are [NH2:1][C:2]1[CH:3]=[C:4]([C:8]2[S:12][C:11]([C:13]3[CH:14]=[C:15]4[C:19](=[CH:20][CH:21]=3)[C:18](=[O:22])[N:17]([CH3:23])[CH2:16]4)=[CH:10][CH:9]=2)[CH:5]=[N:6][CH:7]=1.[F:24][C:25]([F:38])([F:37])[O:26][C:27]1[CH:32]=[CH:31][CH:30]=[CH:29][C:28]=1[S:33](Cl)(=[O:35])=[O:34]. No catalyst specified. The product is [CH3:23][N:17]1[CH2:16][C:15]2[C:19](=[CH:20][CH:21]=[C:13]([C:11]3[S:12][C:8]([C:4]4[CH:3]=[C:2]([NH:1][S:33]([C:28]5[CH:29]=[CH:30][CH:31]=[CH:32][C:27]=5[O:26][C:25]([F:24])([F:37])[F:38])(=[O:35])=[O:34])[CH:7]=[N:6][CH:5]=4)=[CH:9][CH:10]=3)[CH:14]=2)[C:18]1=[O:22]. The yield is 0.420. (3) The reactants are [H-].[Na+].[F:3][C:4]([F:12])([F:11])[CH2:5][CH2:6][C:7]([O:9][CH3:10])=[O:8].[CH:13](OC)=[O:14]. The catalyst is COCCOC. The product is [F:3][C:4]([F:12])([F:11])[CH2:5]/[C:6](=[CH:13]/[OH:14])/[C:7]([O:9][CH3:10])=[O:8]. The yield is 0.742.